The task is: Predict the reactants needed to synthesize the given product.. This data is from Full USPTO retrosynthesis dataset with 1.9M reactions from patents (1976-2016). (1) Given the product [NH2:1][CH2:4][CH2:5][CH2:6][S:7][C:8]1[N:9]=[CH:10][N:11]2[CH:15]=[CH:14][S:13][C:12]=12, predict the reactants needed to synthesize it. The reactants are: [N:1]([CH2:4][CH2:5][CH2:6][S:7][C:8]1[N:9]=[CH:10][N:11]2[CH:15]=[CH:14][S:13][C:12]=12)=[N+]=[N-].Cl.[H][H]. (2) Given the product [CH3:17][C:18]1[NH:19][C:20]2[C:25]([CH:26]=1)=[CH:24][C:23]([O:27][C:2]1[CH:3]=[CH:4][C:5]3[N:6]([CH:8]=[C:9]([NH:11][C:12]([CH:14]4[CH2:16][CH2:15]4)=[O:13])[N:10]=3)[N:7]=1)=[CH:22][CH:21]=2, predict the reactants needed to synthesize it. The reactants are: I[C:2]1[CH:3]=[CH:4][C:5]2[N:6]([CH:8]=[C:9]([NH:11][C:12]([CH:14]3[CH2:16][CH2:15]3)=[O:13])[N:10]=2)[N:7]=1.[CH3:17][C:18]1[NH:19][C:20]2[C:25]([CH:26]=1)=[CH:24][C:23]([OH:27])=[CH:22][CH:21]=2.C(=O)([O-])[O-].[K+].[K+]. (3) Given the product [Cl:15][CH:14]=[CH:9][C:10]([F:13])([F:12])[F:11].[F:4][C:3]([F:6])([F:5])[C:2]([F:20])([F:7])[CH3:1].[F:4][CH:18]=[CH:17][C:19]([F:22])([F:21])[F:20], predict the reactants needed to synthesize it. The reactants are: [CH2:1]=[C:2]([F:7])[C:3]([F:6])([F:5])[F:4].Cl[CH:9]([CH2:14][Cl:15])[C:10]([F:13])([F:12])[F:11].Cl[C:17]([C:19]([F:22])([F:21])[F:20])=[CH2:18]. (4) Given the product [CH3:9][O:10][C:11]1[CH:12]=[C:13]([C:19]2[C:20](=[O:21])[C:22]3[C:4]([O:7][CH:8]=2)=[C:24]2[C:29](=[CH:30][CH:31]=3)[O:28][C:27]([CH3:32])([CH3:33])[CH:26]=[CH:25]2)[CH:14]=[CH:15][C:16]=1[O:17][CH3:18], predict the reactants needed to synthesize it. The reactants are: CN([CH:4]([O:7][CH3:8])OC)C.[CH3:9][O:10][C:11]1[CH:12]=[C:13]([CH2:19][C:20]([C:22]2C(O)=[C:24]3[C:29](=[CH:30][CH:31]=2)[O:28][C:27]([CH3:33])([CH3:32])[CH:26]=[CH:25]3)=[O:21])[CH:14]=[CH:15][C:16]=1[O:17][CH3:18]. (5) Given the product [Cl:1][C:2]1[C:7]([C:8]2[CH:9]=[CH:10][CH:11]=[CH:12][CH:13]=2)=[N:6][N:5]=[C:4]2[N:14]([CH2:29][CH2:28][N:23]3[CH:27]=[CH:26][N:25]=[CH:24]3)[N:15]=[C:16]([C:17]3[CH:18]=[CH:19][CH:20]=[CH:21][CH:22]=3)[C:3]=12, predict the reactants needed to synthesize it. The reactants are: [Cl:1][C:2]1[C:7]([C:8]2[CH:13]=[CH:12][CH:11]=[CH:10][CH:9]=2)=[N:6][N:5]=[C:4]2[NH:14][N:15]=[C:16]([C:17]3[CH:22]=[CH:21][CH:20]=[CH:19][CH:18]=3)[C:3]=12.[N:23]1([CH2:28][CH2:29]O)[CH:27]=[CH:26][N:25]=[CH:24]1. (6) Given the product [CH2:29]([C:31]1[N:32]([C:2]2[N:3]=[C:4]([N:23]3[CH2:28][CH2:27][O:26][CH2:25][CH2:24]3)[C:5]3[N:10]=[C:9]([C:11]([N:13]4[CH2:16][CH:15]([N:17]5[CH2:22][CH2:21][O:20][CH2:19][CH2:18]5)[CH2:14]4)=[O:12])[S:8][C:6]=3[N:7]=2)[C:33]2[CH:39]=[CH:38][CH:37]=[CH:36][C:34]=2[N:35]=1)[CH3:30], predict the reactants needed to synthesize it. The reactants are: Cl[C:2]1[N:3]=[C:4]([N:23]2[CH2:28][CH2:27][O:26][CH2:25][CH2:24]2)[C:5]2[N:10]=[C:9]([C:11]([N:13]3[CH2:16][CH:15]([N:17]4[CH2:22][CH2:21][O:20][CH2:19][CH2:18]4)[CH2:14]3)=[O:12])[S:8][C:6]=2[N:7]=1.[CH2:29]([C:31]1[NH:32][C:33]2[CH:39]=[CH:38][CH:37]=[CH:36][C:34]=2[N:35]=1)[CH3:30].CC(C1C=C(C(C)C)C(C2C=CC=CC=2P(C2CCCCC2)C2CCCCC2)=C(C(C)C)C=1)C.C([O-])([O-])=O.[Cs+].[Cs+]. (7) Given the product [NH2:33][C:32]1[C:2]([Cl:1])=[C:3]([C:29]([Cl:36])=[CH:30][CH:31]=1)[CH2:4][N:5]1[C:13]2[C:8](=[CH:9][CH:10]=[CH:11][CH:12]=2)[C:7]([C:14]2[N:19]=[C:18]([NH:20][C:21]3[CH:22]=[CH:23][N:24]=[CH:25][CH:26]=3)[C:17]([O:27][CH3:28])=[CH:16][N:15]=2)=[N:6]1, predict the reactants needed to synthesize it. The reactants are: [Cl:1][C:2]1[C:32]([N+:33]([O-])=O)=[CH:31][CH:30]=[C:29]([Cl:36])[C:3]=1[CH2:4][N:5]1[C:13]2[C:8](=[CH:9][CH:10]=[CH:11][CH:12]=2)[C:7]([C:14]2[N:19]=[C:18]([NH:20][C:21]3[CH:26]=[CH:25][N:24]=[CH:23][CH:22]=3)[C:17]([O:27][CH3:28])=[CH:16][N:15]=2)=[N:6]1.NN. (8) Given the product [CH3:15][C@H:10]1[O:11][C@@H:12]([CH3:14])[CH2:13][N:8]([C:5]2[C:4]([CH:16]=[O:17])=[CH:3][C:2]([C:23]3[CH:28]=[CH:27][N:26]=[N:25][CH:24]=3)=[CH:7][N:6]=2)[CH2:9]1, predict the reactants needed to synthesize it. The reactants are: Br[C:2]1[CH:3]=[C:4]([CH:16]=[O:17])[C:5]([N:8]2[CH2:13][C@@H:12]([CH3:14])[O:11][C@@H:10]([CH3:15])[CH2:9]2)=[N:6][CH:7]=1.C([Sn](CCCC)(CCCC)[C:23]1[CH:28]=[CH:27][N:26]=[N:25][CH:24]=1)CCC. (9) Given the product [Br:1][C:2]1[CH:7]=[CH:6][C:5]2[N:8]=[C:35]([C:32]3[CH:31]=[CH:30][C:29]([C:24]4[CH:25]=[CH:26][CH:27]=[CH:28][C:23]=4[F:22])=[CH:34][CH:33]=3)[NH:9][C:4]=2[CH:3]=1, predict the reactants needed to synthesize it. The reactants are: [Br:1][C:2]1[CH:3]=[C:4]([NH2:9])[C:5]([NH2:8])=[CH:6][CH:7]=1.O.C1(C)C=CC(S(O)(=O)=O)=CC=1.[F:22][C:23]1[CH:28]=[CH:27][CH:26]=[CH:25][C:24]=1[C:29]1[CH:34]=[CH:33][C:32]([CH:35]=O)=[CH:31][CH:30]=1.O.